This data is from Reaction yield outcomes from USPTO patents with 853,638 reactions. The task is: Predict the reaction yield, written as a fraction of the theoretical maximum amount of product (1.0 means a 100% yield; for example, 0.34 means a 34% yield). (1) The reactants are [Cl:1][C:2]1[N:7]=[CH:6][C:5]([C:8]2[O:12][C:11]([CH3:13])=[C:10]([CH:14]([NH:19][C:20]3[CH:28]=[CH:27][C:23](C(O)=O)=[CH:22][CH:21]=3)[CH2:15][CH:16]([CH3:18])[CH3:17])[CH:9]=2)=[CH:4][CH:3]=1.[CH3:29][NH:30][CH2:31][CH2:32][C:33]([O:35]CC)=[O:34].Cl.C(N=C=NCCCN(C)C)C.O.[OH:51][C:52]1C2N=NNC=2C=CC=1. The catalyst is CN(C)C=O.C(OCC)(=O)C.C(N(CC)CC)C. The product is [Cl:1][C:2]1[N:7]=[CH:6][C:5]([C:8]2[O:12][C:11]([CH3:13])=[C:10]([CH:14]([NH:19][C:20]3[CH:28]=[CH:27][C:23]([C:52]([N:30]([CH3:29])[CH2:31][CH2:32][C:33]([OH:35])=[O:34])=[O:51])=[CH:22][CH:21]=3)[CH2:15][CH:16]([CH3:18])[CH3:17])[CH:9]=2)=[CH:4][CH:3]=1. The yield is 0.910. (2) The reactants are C(P1(=O)OP(CCC)(=O)OP(CCC)(=O)O1)CC.[C:19]([O:23][C:24]([N:26]1[CH2:44][CH2:43][C:29]2([O:34][CH:33]([C:35](O)=[O:36])[CH2:32][N:31]([CH2:38][C:39]([F:42])([F:41])[F:40])[CH2:30]2)[CH2:28][CH2:27]1)=[O:25])([CH3:22])([CH3:21])[CH3:20].Cl.[NH2:46][CH2:47][C:48](=[O:50])[CH3:49].CCN(CC)CC. The catalyst is CC1CCCO1. The product is [CH2:47]([NH:46][C:35]([CH:33]1[O:34][C:29]2([CH2:43][CH2:44][N:26]([C:24]([O:23][C:19]([CH3:22])([CH3:21])[CH3:20])=[O:25])[CH2:27][CH2:28]2)[CH2:30][N:31]([CH2:38][C:39]([F:41])([F:40])[F:42])[CH2:32]1)=[O:36])[C:48]([CH3:49])=[O:50]. The yield is 0.490. (3) The reactants are [CH2:1]([O:8][P:9]([O:19][C:20]1[CH:21]=[C:22]([CH:28]=[CH:29][CH:30]=1)[C:23]([O:25]CC)=[O:24])([O:11][CH2:12][C:13]1[CH:18]=[CH:17][CH:16]=[CH:15][CH:14]=1)=[O:10])[C:2]1[CH:7]=[CH:6][CH:5]=[CH:4][CH:3]=1.[Li+].[OH-]. The catalyst is C1COCC1.O. The product is [CH2:12]([O:11][P:9]([O:19][C:20]1[CH:21]=[C:22]([CH:28]=[CH:29][CH:30]=1)[C:23]([OH:25])=[O:24])([O:8][CH2:1][C:2]1[CH:7]=[CH:6][CH:5]=[CH:4][CH:3]=1)=[O:10])[C:13]1[CH:18]=[CH:17][CH:16]=[CH:15][CH:14]=1. The yield is 0.260. (4) The reactants are [CH:1]1([CH:7]([NH:19][C:20]2[CH:25]=[CH:24][C:23]([C:26]([N:28]([CH3:36])[CH2:29][CH2:30][C:31]([O:33][CH2:34][CH3:35])=[O:32])=[O:27])=[CH:22][CH:21]=2)[C:8]2[O:9][C:10]3[CH:17]=[CH:16][C:15]([OH:18])=[CH:14][C:11]=3[C:12]=2[CH3:13])[CH2:6][CH2:5][CH2:4][CH2:3][CH2:2]1.[N:37]1[CH:42]=[CH:41][C:40]([CH2:43]O)=[CH:39][CH:38]=1.C(P(CCCC)CCCC)CCC.N(C(N1CCCCC1)=O)=NC(N1CCCCC1)=O. The catalyst is O1CCCC1. The product is [CH:1]1([CH:7]([NH:19][C:20]2[CH:21]=[CH:22][C:23]([C:26]([N:28]([CH3:36])[CH2:29][CH2:30][C:31]([O:33][CH2:34][CH3:35])=[O:32])=[O:27])=[CH:24][CH:25]=2)[C:8]2[O:9][C:10]3[CH:17]=[CH:16][C:15]([O:18][CH2:43][C:40]4[CH:41]=[CH:42][N:37]=[CH:38][CH:39]=4)=[CH:14][C:11]=3[C:12]=2[CH3:13])[CH2:6][CH2:5][CH2:4][CH2:3][CH2:2]1. The yield is 0.640.